This data is from Catalyst prediction with 721,799 reactions and 888 catalyst types from USPTO. The task is: Predict which catalyst facilitates the given reaction. (1) Reactant: [NH2:1][C:2]1[C:3]([C:10]([OH:12])=[O:11])=[N:4][C:5]([O:8][CH3:9])=[CH:6][CH:7]=1.[CH3:13]CN(C(C)C)C(C)C.[CH3:22][C:23]1[C:32]2[C:27](=[CH:28][CH:29]=[CH:30][CH:31]=2)[C:26]([C:33](Cl)=[O:34])=[CH:25][CH:24]=1.C([O-])([O-])=O.[K+].[K+].CI. Product: [CH3:13][O:11][C:10]([C:3]1[C:2]([NH:1][C:33]([C:26]2[C:27]3[C:32](=[CH:31][CH:30]=[CH:29][CH:28]=3)[C:23]([CH3:22])=[CH:24][CH:25]=2)=[O:34])=[CH:7][CH:6]=[C:5]([O:8][CH3:9])[N:4]=1)=[O:12]. The catalyst class is: 18. (2) Reactant: [CH2:1]([O:8][C@H:9]1[C@H:14]([O:15][CH2:16]C2C=CC=CC=2)[C@@H:13]([O:23][CH2:24]C2C=CC=CC=2)[C@@:12]([C:33]2[CH:38]=[CH:37][C:36]([Cl:39])=[C:35]([CH2:40][C:41]3[CH:46]=[CH:45][C:44]([O:47][CH2:48][C:49]([F:52])([F:51])[F:50])=[CH:43][CH:42]=3)[CH:34]=2)(OC)[O:11][C:10]1([CH2:55][OH:56])[CH2:53][OH:54])C1C=CC=CC=1.F[C:58](F)(F)[C:59](O)=O. Product: [CH2:1]([O:8][C@H:9]1[C@H:14]([O:15][CH2:16][C:41]2[CH:46]=[CH:45][CH:44]=[CH:43][CH:42]=2)[C@@H:13]([O:23][CH2:24][C:59]2[CH:58]=[CH:14][CH:9]=[CH:10][CH:53]=2)[C@:12]2([C:33]3[CH:38]=[CH:37][C:36]([Cl:39])=[C:35]([CH2:40][C:41]4[CH:42]=[CH:43][C:44]([O:47][CH2:48][C:49]([F:50])([F:52])[F:51])=[CH:45][CH:46]=4)[CH:34]=3)[O:11][C@@:10]1([CH2:55][OH:56])[CH2:53][O:54]2)[C:33]1[CH:38]=[CH:37][CH:36]=[CH:35][CH:34]=1. The catalyst class is: 4.